Task: Predict the reactants needed to synthesize the given product.. Dataset: Full USPTO retrosynthesis dataset with 1.9M reactions from patents (1976-2016) Given the product [CH:1]1([N:4]2[C:12]3[C:7](=[C:8]([O:18][CH2:19][CH3:20])[CH:9]=[C:10]([C:13]([O:15][CH2:16][CH3:17])=[O:14])[CH:11]=3)[CH:6]=[CH:5]2)[CH2:2][CH2:3]1, predict the reactants needed to synthesize it. The reactants are: [CH:1]1([N:4]2[C:12]3[C:7](=[C:8]([O:18][CH3:19])[CH:9]=[C:10]([C:13]([O:15][CH2:16][CH3:17])=[O:14])[CH:11]=3)[CH:6]=[CH:5]2)[CH2:3][CH2:2]1.[CH2:20](I)C.